This data is from Catalyst prediction with 721,799 reactions and 888 catalyst types from USPTO. The task is: Predict which catalyst facilitates the given reaction. (1) Reactant: [Cl:1][C:2]1[CH:3]=[CH:4][CH:5]=[C:6]2[C:11]=1[C:10](=[O:12])[N:9]([C:13]1[CH:18]=[CH:17][CH:16]=[CH:15][CH:14]=1)[C:8]([C@@H:19]([NH:21][C:22]1[N:30]=[CH:29][N:28]=[C:27]3[C:23]=1[N:24]=[CH:25][N:26]3C1CCCCO1)[CH3:20])=[CH:7]2. Product: [N:30]1[C:22]([NH:21][C@H:19]([C:8]2[N:9]([C:13]3[CH:18]=[CH:17][CH:16]=[CH:15][CH:14]=3)[C:10](=[O:12])[C:11]3[C:6]([CH:7]=2)=[CH:5][CH:4]=[CH:3][C:2]=3[Cl:1])[CH3:20])=[C:23]2[C:27]([NH:26][CH:25]=[N:24]2)=[N:28][CH:29]=1. The catalyst class is: 422. (2) Reactant: [C:9](O[C:9]([O:11][C:12]([CH3:15])([CH3:14])[CH3:13])=[O:10])([O:11][C:12]([CH3:15])([CH3:14])[CH3:13])=[O:10].[CH:16]1[C:21]([CH2:22][CH:23]([NH2:26])[CH2:24][OH:25])=[CH:20][C:19]([F:27])=[C:18]([F:28])[CH:17]=1. Product: [C:12]([O:11][C:9](=[O:10])[NH:26][CH:23]([CH2:22][C:21]1[CH:16]=[CH:17][C:18]([F:28])=[C:19]([F:27])[CH:20]=1)[CH2:24][OH:25])([CH3:13])([CH3:14])[CH3:15]. The catalyst class is: 22. (3) Reactant: [C:1]([N:8]1[CH2:15][C@H:14]([F:16])[CH2:13][C@H:9]1[C:10]([OH:12])=O)([O:3][C:4]([CH3:7])([CH3:6])[CH3:5])=[O:2].CN(C(ON1N=NC2C=CC=NC1=2)=[N+](C)C)C.F[P-](F)(F)(F)(F)F.C([N:45]1[C:49]([C:50]2[CH:51]=[C:52]([Cl:59])[C:53]([F:58])=[C:54]([CH:57]=2)[CH2:55][NH2:56])=[N:48][N:47]=[N:46]1)(C)(C)C.ClC1C(F)=C(C=C(C2N=NNN=2)C=1)CN.CCN(C(C)C)C(C)C. Product: [C:4]([O:3][C:1]([N:8]1[CH2:15][C@H:14]([F:16])[CH2:13][C@H:9]1[C:10](=[O:12])[NH:56][CH2:55][C:54]1[CH:57]=[C:50]([C:49]2[N:48]=[N:47][NH:46][N:45]=2)[CH:51]=[C:52]([Cl:59])[C:53]=1[F:58])=[O:2])([CH3:5])([CH3:6])[CH3:7]. The catalyst class is: 3. (4) Reactant: [F:1][C:2]1[CH:3]=[C:4]([NH:12][C:13]([CH3:20])([C:15]([O:17]CC)=O)[CH3:14])[CH:5]=[CH:6][C:7]=1[C:8](=[O:11])[NH:9][CH3:10].[N:21]([C:24]1[CH:31]=[CH:30][C:27]([C:28]#[N:29])=[C:26]([C:32]([F:35])([F:34])[F:33])[CH:25]=1)=[C:22]=[S:23].CS(C)=O.C(OC(C)C)(=O)C. Product: [CH3:20][C:13]1([CH3:14])[N:12]([C:4]2[CH:5]=[CH:6][C:7]([C:8]([NH:9][CH3:10])=[O:11])=[C:2]([F:1])[CH:3]=2)[C:22](=[S:23])[N:21]([C:24]2[CH:31]=[CH:30][C:27]([C:28]#[N:29])=[C:26]([C:32]([F:33])([F:34])[F:35])[CH:25]=2)[C:15]1=[O:17]. The catalyst class is: 5.